From a dataset of Full USPTO retrosynthesis dataset with 1.9M reactions from patents (1976-2016). Predict the reactants needed to synthesize the given product. The reactants are: [Cl:1][C:2]1[CH:20]=[CH:19][C:5]2[N:6]([C:11]3[CH:12]=[N:13][C:14]([O:17][CH3:18])=[CH:15][CH:16]=3)[C:7]([CH2:9]Cl)=[N:8][C:4]=2[CH:3]=1.[CH3:21][S:22]([C:25]1[C:33]2[C:28](=[CH:29][CH:30]=[CH:31][CH:32]=2)[NH:27][N:26]=1)(=[O:24])=[O:23]. Given the product [Cl:1][C:2]1[CH:20]=[CH:19][C:5]2[N:6]([C:11]3[CH:12]=[N:13][C:14]([O:17][CH3:18])=[CH:15][CH:16]=3)[C:7]([CH2:9][N:27]3[C:28]4[C:33](=[CH:32][CH:31]=[CH:30][CH:29]=4)[C:25]([S:22]([CH3:21])(=[O:23])=[O:24])=[N:26]3)=[N:8][C:4]=2[CH:3]=1, predict the reactants needed to synthesize it.